From a dataset of Reaction yield outcomes from USPTO patents with 853,638 reactions. Predict the reaction yield, written as a fraction of the theoretical maximum amount of product (1.0 means a 100% yield; for example, 0.34 means a 34% yield). (1) The reactants are [N+:1]([C:4]1[CH:5]=[C:6]([C:13]([N:15]2[CH2:20][CH2:19][N:18]([CH3:21])[CH2:17][CH2:16]2)=O)[CH:7]=[CH:8][C:9]=1[N+:10]([O-:12])=[O:11])([O-:3])=[O:2].[BH4-].[Na+].B(F)(F)F.CCOCC. The catalyst is C1COCC1. The product is [N+:1]([C:4]1[CH:5]=[C:6]([CH:7]=[CH:8][C:9]=1[N+:10]([O-:12])=[O:11])[CH2:13][N:15]1[CH2:16][CH2:17][N:18]([CH3:21])[CH2:19][CH2:20]1)([O-:3])=[O:2]. The yield is 0.462. (2) The reactants are FC(F)(F)S([O-])(=O)=O.FC(F)(F)S(O[C:15]1[CH:20]=[CH:19][C:18]([CH2:21][O:22][C:23]2([CH3:26])[CH2:25][CH2:24]2)=[C:17]([CH:27]([CH3:29])[CH3:28])[CH:16]=1)(=O)=O.CN(C=O)C.[CH3:37][Si:38]([C:41]#[CH:42])([CH3:40])[CH3:39]. The catalyst is C(N(CC)CC)C.Cl[Pd](Cl)([P](C1C=CC=CC=1)(C1C=CC=CC=1)C1C=CC=CC=1)[P](C1C=CC=CC=1)(C1C=CC=CC=1)C1C=CC=CC=1. The product is [CH:27]([C:17]1[CH:16]=[C:15]([C:42]#[C:41][Si:38]([CH3:40])([CH3:39])[CH3:37])[CH:20]=[CH:19][C:18]=1[CH2:21][O:22][C:23]1([CH3:26])[CH2:25][CH2:24]1)([CH3:29])[CH3:28]. The yield is 0.990. (3) The reactants are [NH:1]1[CH:5]=[C:4]([B:6]2[O:14][C:11]([CH3:13])([CH3:12])[C:8]([CH3:10])([CH3:9])[O:7]2)[CH:3]=[N:2]1.C(=O)([O-])[O-].[Cs+].[Cs+].Br[CH2:22][CH2:23][O:24][CH:25]1[CH2:30][CH2:29][CH2:28][CH2:27][O:26]1. The catalyst is CN(C=O)C. The product is [O:26]1[CH2:27][CH2:28][CH2:29][CH2:30][CH:25]1[O:24][CH2:23][CH2:22][N:2]1[CH:3]=[C:4]([B:6]2[O:7][C:8]([CH3:9])([CH3:10])[C:11]([CH3:13])([CH3:12])[O:14]2)[CH:5]=[N:1]1. The yield is 0.650. (4) The reactants are O1[C:5]2([CH2:10][CH2:9][CH:8]([C:11]3[CH:16]=[CH:15][C:14]([OH:17])=[CH:13][C:12]=3[OH:18])[CH2:7][CH2:6]2)[O:4]CC1.O.C1(C)C=CC(S([O-])(=O)=O)=CC=1.[NH+]1C=CC=CC=1. The catalyst is CC(C)=O. The product is [OH:18][C:12]1[CH:13]=[C:14]([OH:17])[CH:15]=[CH:16][C:11]=1[CH:8]1[CH2:7][CH2:6][C:5](=[O:4])[CH2:10][CH2:9]1. The yield is 1.00. (5) The reactants are [Cl:1][C:2]1[CH:3]=[C:4]2[C:9](=[CH:10][C:11]=1[O:12][C:13]1[CH:18]=[CH:17][C:16]([C:19](=[O:29])[NH:20][CH:21]3[CH2:26][CH2:25][C:24]([CH3:28])([CH3:27])[CH2:23][CH2:22]3)=[CH:15][CH:14]=1)[O:8][CH2:7][CH2:6][CH:5]2[C:30]([O:32]CC)=[O:31].[OH-].[Na+]. The yield is 0.800. The product is [Cl:1][C:2]1[CH:3]=[C:4]2[C:9](=[CH:10][C:11]=1[O:12][C:13]1[CH:14]=[CH:15][C:16]([C:19](=[O:29])[NH:20][CH:21]3[CH2:22][CH2:23][C:24]([CH3:28])([CH3:27])[CH2:25][CH2:26]3)=[CH:17][CH:18]=1)[O:8][CH2:7][CH2:6][CH:5]2[C:30]([OH:32])=[O:31]. The catalyst is C1COCC1.CCO. (6) The reactants are C[O:2][C:3]([C:5]1[CH:6]=[C:7]2[C:12](=[CH:13][CH:14]=1)[N:11]=[CH:10][C:9]([O:15][C:16]1[C:21]([Cl:22])=[CH:20][C:19]([NH:23][S:24]([C:27]3[CH:32]=[CH:31][C:30]([Cl:33])=[CH:29][C:28]=3[Cl:34])(=[O:26])=[O:25])=[CH:18][C:17]=1[Cl:35])=[CH:8]2)=[O:4].[OH-].[Na+].Cl. The catalyst is C1COCC1.CO. The product is [Cl:22][C:21]1[CH:20]=[C:19]([NH:23][S:24]([C:27]2[CH:32]=[CH:31][C:30]([Cl:33])=[CH:29][C:28]=2[Cl:34])(=[O:26])=[O:25])[CH:18]=[C:17]([Cl:35])[C:16]=1[O:15][C:9]1[CH:10]=[N:11][C:12]2[C:7]([CH:8]=1)=[CH:6][C:5]([C:3]([OH:4])=[O:2])=[CH:14][CH:13]=2. The yield is 0.780. (7) The reactants are C([O:3][C:4](=[O:15])[CH2:5][C:6]1[N:7]=[C:8]2[N:12]([CH:13]=1)[N:11]=[C:10]([CH3:14])[S:9]2)C.[OH-].[Na+]. The catalyst is CCO. The product is [CH3:14][C:10]1[S:9][C:8]2=[N:7][C:6]([CH2:5][C:4]([OH:15])=[O:3])=[CH:13][N:12]2[N:11]=1. The yield is 0.500. (8) The reactants are C1C=CC(P(C2C=CC3C(=CC=CC=3)C=2C2C3C(=CC=CC=3)C=CC=2P(C2C=CC=CC=2)C2C=CC=CC=2)C2C=CC=CC=2)=CC=1.CC([O-])(C)C.[Na+].[CH2:53]([C:55]1[CH:56]([C:61]([O:63][CH2:64][CH3:65])=[O:62])[CH2:57][C:58](=[O:60])[CH:59]=1)[CH3:54].CC(O)(C)C. The catalyst is C1(C)C=CC=CC=1.[Cu]Cl. The product is [CH2:53]([C@@H:55]1[CH2:59][C@H:58]([OH:60])[CH2:57][C@@H:56]1[C:61]([O:63][CH2:64][CH3:65])=[O:62])[CH3:54]. The yield is 0.220. (9) The reactants are [C@H:1]12[CH2:24][C@H:4]([N:5]([C:7]3[N:12]=[C:11](S(C)(=O)=O)[N:10]=[C:9]([C:17]4[CH:18]=[N:19][C:20]([NH2:23])=[N:21][CH:22]=4)[CH:8]=3)[CH2:6]1)[CH2:3][O:2]2.C(=O)([O-])[O-].[K+].[K+].Cl.[CH:32]12[CH2:37][CH:35]([CH2:36]1)[CH2:34][NH:33]2. The catalyst is CS(C)=O. The product is [CH:32]12[CH2:37][CH:35]([CH2:36]1)[CH2:34][N:33]2[C:11]1[N:10]=[C:9]([C:17]2[CH:18]=[N:19][C:20]([NH2:23])=[N:21][CH:22]=2)[CH:8]=[C:7]([N:5]2[CH2:6][C@@H:1]3[CH2:24][C@H:4]2[CH2:3][O:2]3)[N:12]=1. The yield is 0.570.